The task is: Predict the reaction yield, written as a fraction of the theoretical maximum amount of product (1.0 means a 100% yield; for example, 0.34 means a 34% yield).. This data is from Reaction yield outcomes from USPTO patents with 853,638 reactions. (1) The reactants are [CH3:1][C:2]1[O:3][C:4]([CH3:10])=[CH:5][C:6]=1[C:7]([OH:9])=[O:8].C(=O)([O-])[O-].[K+].[K+].[CH3:17][O:18][CH2:19][CH2:20][O:21][CH2:22]Cl. The catalyst is CN(C=O)C.O. The product is [CH3:17][O:18][CH2:19][CH2:20][O:21][CH2:22][O:8][C:7]([C:6]1[CH:5]=[C:4]([CH3:10])[O:3][C:2]=1[CH3:1])=[O:9]. The yield is 0.820. (2) The reactants are [Cl:1][C:2]1[CH:18]=[CH:17][C:5]2[CH2:6][CH2:7][N:8]([C:11](=[O:16])[C:12]([F:15])([F:14])[F:13])[CH2:9][CH2:10][C:4]=2[C:3]=1OS(C(F)(F)F)(=O)=O.[F:27][C:28]([F:46])([F:45])[CH2:29][S:30][CH2:31][C:32]1([O:44][CH2:43][CH2:42][O:41]1)[C:33]1[CH:40]=[CH:39][C:36]([CH2:37][NH2:38])=[CH:35][CH:34]=1.C1C=CC(P(C2C(C3C(P(C4C=CC=CC=4)C4C=CC=CC=4)=CC=C4C=3C=CC=C4)=C3C(C=CC=C3)=CC=2)C2C=CC=CC=2)=CC=1.C(=O)([O-])[O-].[Cs+].[Cs+]. The catalyst is C1(C)C=CC=CC=1.C1C=CC(/C=C/C(/C=C/C2C=CC=CC=2)=O)=CC=1.C1C=CC(/C=C/C(/C=C/C2C=CC=CC=2)=O)=CC=1.C1C=CC(/C=C/C(/C=C/C2C=CC=CC=2)=O)=CC=1.[Pd].[Pd]. The product is [Cl:1][C:2]1[CH:18]=[CH:17][C:5]2[CH2:6][CH2:7][N:8]([C:11](=[O:16])[C:12]([F:13])([F:15])[F:14])[CH2:9][CH2:10][C:4]=2[C:3]=1[NH:38][CH2:37][C:36]1[CH:35]=[CH:34][C:33]([C:32]2([O:41][CH2:42][CH2:43][O:44]2)[CH2:31][S:30][CH2:29][C:28]([F:27])([F:45])[F:46])=[CH:40][CH:39]=1. The yield is 0.410. (3) The reactants are [CH3:1][O:2][C:3]1[CH:4]=[C:5]2[C:10](=[CH:11][C:12]=1[O:13][CH3:14])[N:9]=[CH:8][CH:7]=[C:6]2[O:15][C:16]1[CH:22]=[CH:21][C:19]([NH2:20])=[CH:18][CH:17]=1.C(N(CC)CC)C.ClC(Cl)(O[C:34](=[O:40])OC(Cl)(Cl)Cl)Cl.[F:42][C:43]1[CH:48]=[CH:47][C:46]([C@@H:49]([NH2:51])[CH3:50])=[CH:45][CH:44]=1. The catalyst is C(Cl)(Cl)Cl. The product is [CH3:1][O:2][C:3]1[CH:4]=[C:5]2[C:10](=[CH:11][C:12]=1[O:13][CH3:14])[N:9]=[CH:8][CH:7]=[C:6]2[O:15][C:16]1[CH:22]=[CH:21][C:19]([NH:20][C:34]([NH:51][C@H:49]([C:46]2[CH:47]=[CH:48][C:43]([F:42])=[CH:44][CH:45]=2)[CH3:50])=[O:40])=[CH:18][CH:17]=1. The yield is 0.710.